Predict which catalyst facilitates the given reaction. From a dataset of Catalyst prediction with 721,799 reactions and 888 catalyst types from USPTO. Reactant: [C:1]([C:3]1[CH:8]=[CH:7][C:6]([N:9]2[C:14](=[O:15])[CH2:13][O:12][C:11]3[CH:16]=[C:17]([S:20]([N:23](CC4C=CC(OC)=CC=4)[C:24]4[S:25][CH:26]=[CH:27][N:28]=4)(=[O:22])=[O:21])[CH:18]=[CH:19][C:10]2=3)=[C:5]([O:38][CH3:39])[CH:4]=1)#[N:2].[Al].FC(F)(F)C(O)=O. Product: [C:1]([C:3]1[CH:8]=[CH:7][C:6]([N:9]2[C:14](=[O:15])[CH2:13][O:12][C:11]3[CH:16]=[C:17]([S:20]([NH:23][C:24]4[S:25][CH:26]=[CH:27][N:28]=4)(=[O:21])=[O:22])[CH:18]=[CH:19][C:10]2=3)=[C:5]([O:38][CH3:39])[CH:4]=1)#[N:2]. The catalyst class is: 2.